From a dataset of Forward reaction prediction with 1.9M reactions from USPTO patents (1976-2016). Predict the product of the given reaction. Given the reactants [Cl:1][C:2]1[CH:3]=[C:4]2[C:9](=[CH:10][C:11]=1[C:12](O)=[O:13])[N:8]=[CH:7][N:6]=[C:5]2[NH:15][CH:16]([C:18]1[NH:22][C:21]2[CH:23]=[CH:24][C:25]([Cl:27])=[CH:26][C:20]=2[N:19]=1)[CH3:17].FC1C(OC(N(C)C)=[N+](C)C)=C(F)C(F)=C(F)C=1F.F[P-](F)(F)(F)(F)F.C(N(C(C)C)CC)(C)C.C(OC([CH:70]([NH2:77])[CH:71]1[CH2:76][CH2:75][CH2:74][NH:73][CH2:72]1)=O)(C)(C)C.FC(F)(F)C(O)=O, predict the reaction product. The product is: [Cl:1][C:2]1[CH:3]=[C:4]2[C:9](=[CH:10][C:11]=1[C:12]([N:73]1[CH2:74][CH2:75][CH2:76][CH:71]([CH2:70][NH2:77])[CH2:72]1)=[O:13])[N:8]=[CH:7][N:6]=[C:5]2[NH:15][CH:16]([C:18]1[NH:22][C:21]2[CH:23]=[CH:24][C:25]([Cl:27])=[CH:26][C:20]=2[N:19]=1)[CH3:17].